The task is: Predict the reactants needed to synthesize the given product.. This data is from Full USPTO retrosynthesis dataset with 1.9M reactions from patents (1976-2016). (1) The reactants are: [C:1]([CH2:4][S:5][C:6]1[C:15](=[O:16])[C:14]2[C:9](=[CH:10][C:11]([F:17])=[CH:12][CH:13]=2)[N:8]([CH3:18])[CH:7]=1)([OH:3])=[O:2].C1C=C(Cl)C=C(C(OO)=[O:27])C=1. Given the product [C:1]([CH2:4][S:5]([C:6]1[C:15](=[O:16])[C:14]2[C:9](=[CH:10][C:11]([F:17])=[CH:12][CH:13]=2)[N:8]([CH3:18])[CH:7]=1)=[O:27])([OH:3])=[O:2], predict the reactants needed to synthesize it. (2) Given the product [CH3:12][S:9]([C:5]1[CH:4]=[C:3]([OH:2])[CH:8]=[CH:7][CH:6]=1)(=[O:10])=[O:11], predict the reactants needed to synthesize it. The reactants are: C[O:2][C:3]1[CH:8]=[CH:7][CH:6]=[C:5]([S:9]([CH3:12])(=[O:11])=[O:10])[CH:4]=1. (3) Given the product [CH2:1]([N:3]1[C:7]2=[N:8][C:9]([CH2:48][CH3:49])=[C:10]([CH2:19][NH:20][C:21]([C:23]3[CH:28]=[CH:27][CH:26]=[C:25]([C:29]([NH:31][CH2:32][C:33]4[CH:34]=[C:35]([C:40]5[CH:45]=[CH:44][CH:43]=[C:42]([CH2:46][N:55]6[CH2:54][CH:53]([CH3:57])[NH:52][CH:51]([CH3:50])[CH2:56]6)[CH:41]=5)[C:36]([F:39])=[CH:37][CH:38]=4)=[O:30])[CH:24]=3)=[O:22])[C:11]([NH:12][CH:13]3[CH2:14][CH2:15][O:16][CH2:17][CH2:18]3)=[C:6]2[CH:5]=[N:4]1)[CH3:2], predict the reactants needed to synthesize it. The reactants are: [CH2:1]([N:3]1[C:7]2=[N:8][C:9]([CH2:48][CH3:49])=[C:10]([CH2:19][NH:20][C:21]([C:23]3[CH:28]=[CH:27][CH:26]=[C:25]([C:29]([NH:31][CH2:32][C:33]4[CH:34]=[C:35]([C:40]5[CH:45]=[CH:44][CH:43]=[C:42]([CH:46]=O)[CH:41]=5)[C:36]([F:39])=[CH:37][CH:38]=4)=[O:30])[CH:24]=3)=[O:22])[C:11]([NH:12][CH:13]3[CH2:18][CH2:17][O:16][CH2:15][CH2:14]3)=[C:6]2[CH:5]=[N:4]1)[CH3:2].[CH3:50][CH:51]1[CH2:56][NH:55][CH2:54][CH:53]([CH3:57])[NH:52]1.[BH-](OC(C)=O)(OC(C)=O)OC(C)=O.[Na+].